Predict the reaction yield, written as a fraction of the theoretical maximum amount of product (1.0 means a 100% yield; for example, 0.34 means a 34% yield). From a dataset of Reaction yield outcomes from USPTO patents with 853,638 reactions. (1) The reactants are [C:1]([O:5][C:6](=[O:15])[C:7]([CH2:13][OH:14])([CH2:11][OH:12])[C:8](=[O:10])[CH3:9])([CH3:4])([CH3:3])[CH3:2].[CH3:16][C:17]([CH3:19])=O.COC(OC)(C)C. The catalyst is O.C1(C)C=CC(S(O)(=O)=O)=CC=1. The product is [C:1]([O:5][C:6]([C:7]1([C:8](=[O:10])[CH3:9])[CH2:11][O:12][C:17]([CH3:19])([CH3:16])[O:14][CH2:13]1)=[O:15])([CH3:4])([CH3:2])[CH3:3]. The yield is 0.750. (2) The reactants are [CH3:1][C@@H:2]1[CH2:7][N:6]([C:8]2[CH:9]=[N:10][C:11]([N+:14]([O-])=O)=[CH:12][CH:13]=2)[CH2:5][CH2:4][N:3]1[C:17]([O:19][C:20]([CH3:23])([CH3:22])[CH3:21])=[O:18].[H][H]. The catalyst is CO.[C].[Pd]. The product is [NH2:14][C:11]1[N:10]=[CH:9][C:8]([N:6]2[CH2:5][CH2:4][N:3]([C:17]([O:19][C:20]([CH3:23])([CH3:22])[CH3:21])=[O:18])[C@H:2]([CH3:1])[CH2:7]2)=[CH:13][CH:12]=1. The yield is 0.880. (3) The reactants are [CH3:1][N:2]([CH3:19])[C:3]([C:5]1[N:14]([C:15]([CH3:18])([CH3:17])[CH3:16])[C:8]2[N:9]=[C:10](Cl)[N:11]=[CH:12][C:7]=2[CH:6]=1)=[O:4].[C:20]([O:24][C:25]([N:27]1[CH:32]2[CH2:33][CH2:34][CH:28]1[CH2:29][N:30]([C:35]([C:37]1[CH:38]=[N:39][C:40]([NH2:43])=[CH:41][CH:42]=1)=[O:36])[CH2:31]2)=[O:26])([CH3:23])([CH3:22])[CH3:21]. No catalyst specified. The product is [C:20]([O:24][C:25]([N:27]1[CH:28]2[CH2:34][CH2:33][CH:32]1[CH2:31][N:30]([C:35]([C:37]1[CH:38]=[N:39][C:40]([NH:43][C:10]3[N:11]=[CH:12][C:7]4[CH:6]=[C:5]([C:3](=[O:4])[N:2]([CH3:19])[CH3:1])[N:14]([C:15]([CH3:18])([CH3:17])[CH3:16])[C:8]=4[N:9]=3)=[CH:41][CH:42]=1)=[O:36])[CH2:29]2)=[O:26])([CH3:23])([CH3:21])[CH3:22]. The yield is 0.610. (4) The reactants are [Cl-].[CH3:2][O:3][CH2:4][P+](C1C=CC=CC=1)(C1C=CC=CC=1)C1C=CC=CC=1.C([Li])CCC.[Cl:29][C:30]1[CH:35]=[C:34]([Cl:36])[CH:33]=[CH:32][C:31]=1[C:37]1[C:45]2[C:41](=[C:42]([CH:47]=O)[N:43]([CH3:46])[N:44]=2)[CH:40]=[CH:39][CH:38]=1.[Cl-].[NH4+]. The catalyst is C1COCC1.CCCCCC. The product is [Cl:29][C:30]1[CH:35]=[C:34]([Cl:36])[CH:33]=[CH:32][C:31]=1[C:37]1[C:45]2[C:41](=[C:42]([CH:47]=[CH:2][O:3][CH3:4])[N:43]([CH3:46])[N:44]=2)[CH:40]=[CH:39][CH:38]=1. The yield is 0.460. (5) The reactants are FC(F)(F)S(O[C:7]1[CH2:12][CH2:11][CH:10]([CH:13]([CH3:19])[C:14]([O:16][CH2:17][CH3:18])=[O:15])[CH2:9][CH:8]=1)(=O)=O.[CH3:22][C:23]1([CH3:39])[C:27]([CH3:29])([CH3:28])[O:26][B:25]([B:25]2[O:26][C:27]([CH3:29])([CH3:28])[C:23]([CH3:39])([CH3:22])[O:24]2)[O:24]1.C([O-])(=O)C.[K+]. The catalyst is CS(C)=O.C1C=CC(P(C2C=CC=CC=2)[C-]2C=CC=C2)=CC=1.C1C=CC(P(C2C=CC=CC=2)[C-]2C=CC=C2)=CC=1.Cl[Pd]Cl.[Fe+2]. The product is [CH3:22][C:23]1([CH3:39])[C:27]([CH3:29])([CH3:28])[O:26][B:25]([C:7]2[CH2:12][CH2:11][CH:10]([CH:13]([CH3:19])[C:14]([O:16][CH2:17][CH3:18])=[O:15])[CH2:9][CH:8]=2)[O:24]1. The yield is 0.600.